From a dataset of Full USPTO retrosynthesis dataset with 1.9M reactions from patents (1976-2016). Predict the reactants needed to synthesize the given product. The reactants are: [F:1][CH:2]([F:32])[C:3]1[C:4]([C:26]2[CH:27]=[N:28][N:29]([CH3:31])[CH:30]=2)=[CH:5][C:6]([F:25])=[C:7]([NH:9][C:10]2[C:14]3[CH2:15][NH:16][CH2:17][CH2:18][C:13]=3[N:12]([CH:19]3[CH2:24][CH2:23][O:22][CH2:21][CH2:20]3)[N:11]=2)[CH:8]=1.[N:33]1[CH:38]=CC=C[CH:34]=1.C1C([N+]([O-])=[O:46])=CC=C([Cl-]C([O-])=O)C=1.CN.C1COCC1. Given the product [F:32][CH:2]([F:1])[C:3]1[C:4]([C:26]2[CH:27]=[N:28][N:29]([CH3:31])[CH:30]=2)=[CH:5][C:6]([F:25])=[C:7]([CH:8]=1)[NH:9][C:10]1[C:14]2[CH2:15][N:16]([C:34]([NH:33][CH3:38])=[O:46])[CH2:17][CH2:18][C:13]=2[N:12]([CH:19]2[CH2:20][CH2:21][O:22][CH2:23][CH2:24]2)[N:11]=1, predict the reactants needed to synthesize it.